From a dataset of Catalyst prediction with 721,799 reactions and 888 catalyst types from USPTO. Predict which catalyst facilitates the given reaction. (1) Reactant: [Cl:1][C:2]1[N:3]=[C:4]([NH:11][CH:12]2[CH2:15][CH2:14][CH2:13]2)[C:5]2[CH:10]=[CH:9][NH:8][C:6]=2[N:7]=1.C1C(=O)N([Cl:23])C(=O)C1. Product: [Cl:1][C:2]1[N:3]=[C:4]([NH:11][CH:12]2[CH2:15][CH2:14][CH2:13]2)[C:5]2[C:10]([Cl:23])=[CH:9][NH:8][C:6]=2[N:7]=1. The catalyst class is: 2. (2) Reactant: C[O:2][C:3]([C:5]1[N:6]=[N:7][N:8]([C:10]2[CH:15]=[CH:14][C:13]([CH3:16])=[C:12]([C:17](=[O:34])[C:18]3[CH:23]=[CH:22][C:21]([NH:24][C:25]4[CH:30]=[CH:29][C:28]([F:31])=[CH:27][C:26]=4[F:32])=[CH:20][C:19]=3[Cl:33])[CH:11]=2)[CH:9]=1)=[O:4].O.[Li+].[OH-].CCOC(C)=O. Product: [Cl:33][C:19]1[CH:20]=[C:21]([NH:24][C:25]2[CH:30]=[CH:29][C:28]([F:31])=[CH:27][C:26]=2[F:32])[CH:22]=[CH:23][C:18]=1[C:17]([C:12]1[CH:11]=[C:10]([N:8]2[CH:9]=[C:5]([C:3]([OH:4])=[O:2])[N:6]=[N:7]2)[CH:15]=[CH:14][C:13]=1[CH3:16])=[O:34]. The catalyst class is: 240. (3) Reactant: [CH3:1][CH:2]([CH2:7][CH3:8])[CH2:3][C:4]([OH:6])=O.C(N1C=CN=C1)(N1C=CN=C1)=O.C(OC(=O)[NH:27][C:28]1[CH:33]=[CH:32][CH:31]=[CH:30][C:29]=1[NH:34][C:35]([C:37]1[S:38][C:39]([CH2:42][NH2:43])=[CH:40][CH:41]=1)=[O:36])(C)(C)C.FC(F)(F)C(O)=O.C([O-])(O)=O.[Na+]. Product: [NH2:27][C:28]1[CH:33]=[CH:32][CH:31]=[CH:30][C:29]=1[NH:34][C:35]([C:37]1[S:38][C:39]([CH2:42][NH:43][C:4](=[O:6])[CH2:3][CH:2]([CH3:1])[CH2:7][CH3:8])=[CH:40][CH:41]=1)=[O:36]. The catalyst class is: 1. (4) Reactant: CS(C)=O.[OH-].[K+].[N+:7]([C:10]1[CH:11]=[C:12]2[C:16](=[CH:17][CH:18]=1)[NH:15][CH:14]=[CH:13]2)([O-:9])=[O:8].[CH2:19](Br)[C:20]1[CH:25]=[CH:24][CH:23]=[CH:22][CH:21]=1. Product: [CH2:19]([N:15]1[C:16]2[C:12](=[CH:11][C:10]([N+:7]([O-:9])=[O:8])=[CH:18][CH:17]=2)[CH:13]=[CH:14]1)[C:20]1[CH:25]=[CH:24][CH:23]=[CH:22][CH:21]=1. The catalyst class is: 6.